This data is from Catalyst prediction with 721,799 reactions and 888 catalyst types from USPTO. The task is: Predict which catalyst facilitates the given reaction. (1) Reactant: [NH2:1][C:2]1[C:7]([F:8])=[C:6](Cl)[N:5]=[C:4]([C:10]([O:12][CH3:13])=[O:11])[CH:3]=1.[Cl:14][C:15]1[CH:20]=[CH:19][C:18](B(O)O)=[CH:17][C:16]=1[F:24].[F-].[Cs+]. Product: [NH2:1][C:2]1[C:7]([F:8])=[C:6]([C:18]2[CH:19]=[CH:20][C:15]([Cl:14])=[C:16]([F:24])[CH:17]=2)[N:5]=[C:4]([C:10]([O:12][CH3:13])=[O:11])[CH:3]=1. The catalyst class is: 235. (2) Reactant: [C:1]([O:5][C:6]([NH:8][CH:9]([CH2:13][C:14]1[CH:15]=[N:16][CH:17]=[CH:18][CH:19]=1)[C:10](O)=[O:11])=[O:7])([CH3:4])([CH3:3])[CH3:2].CN1CCOCC1.C(OC(Cl)=O)C(C)C.[BH4-].[Na+]. Product: [C:1]([O:5][C:6](=[O:7])[NH:8][C@H:9]([CH2:13][C:14]1[CH:15]=[N:16][CH:17]=[CH:18][CH:19]=1)[CH2:10][OH:11])([CH3:4])([CH3:2])[CH3:3]. The catalyst class is: 762.